Predict the product of the given reaction. From a dataset of Forward reaction prediction with 1.9M reactions from USPTO patents (1976-2016). (1) Given the reactants Cl[C:2]1[N:7]=[C:6]([NH:8][C@@H:9]2[C@@H:14]3[CH2:15][C@@H:11]([CH:12]=[CH:13]3)[C@@H:10]2[C:16]([NH2:18])=[O:17])[C:5]([C:19]([F:22])([F:21])[F:20])=[CH:4][N:3]=1.[CH3:23][O:24][CH2:25][CH2:26][N:27]1[CH2:33][CH2:32][C:31]2[CH:34]=[C:35]([NH2:38])[CH:36]=[CH:37][C:30]=2[CH2:29][CH2:28]1, predict the reaction product. The product is: [CH3:23][O:24][CH2:25][CH2:26][N:27]1[CH2:28][CH2:29][C:30]2[CH:37]=[CH:36][C:35]([NH:38][C:2]3[N:7]=[C:6]([NH:8][C@@H:9]4[C@@H:14]5[CH2:15][C@@H:11]([CH:12]=[CH:13]5)[C@@H:10]4[C:16]([NH2:18])=[O:17])[C:5]([C:19]([F:22])([F:21])[F:20])=[CH:4][N:3]=3)=[CH:34][C:31]=2[CH2:32][CH2:33]1. (2) Given the reactants C([O-])(=O)C.[K+].[F:6][C:7]1[CH:12]=[C:11](B(O)O)[CH:10]=[CH:9][N:8]=1.Br[C:17]1[CH:30]=[C:29]([F:31])[C:28]2[O:27][C:26]3[C:21](=[CH:22][C:23]([OH:32])=[CH:24][CH:25]=3)[C@:20]3([N:37]=[C:36]([NH:38]C(=O)OC(C)(C)C)[CH2:35][O:34][CH2:33]3)[C:19]=2[CH:18]=1.C(#N)C.O1CCOCC1, predict the reaction product. The product is: [NH2:38][C:36]1[CH2:35][O:34][CH2:33][C@:20]2([C:19]3[CH:18]=[C:17]([C:11]4[CH:10]=[CH:9][N:8]=[C:7]([F:6])[CH:12]=4)[CH:30]=[C:29]([F:31])[C:28]=3[O:27][C:26]3[C:21]2=[CH:22][C:23]([OH:32])=[CH:24][CH:25]=3)[N:37]=1. (3) Given the reactants [CH3:1][O:2][C:3]1[C:4](=[O:23])[C:5]([CH3:22])=[C:6]([CH2:12][C:13]2[CH:14]=[C:15](C=C[CH:21]=2)[C:16](O)=O)[C:7](=[O:11])[C:8]=1[O:9][CH3:10].[NH:24]1CCCCC1, predict the reaction product. The product is: [CH3:1][O:2][C:3]1[C:4](=[O:23])[C:5]([CH3:22])=[C:6]([CH2:12][CH:13]2[CH2:14][CH2:15][CH2:16][NH:24][CH2:21]2)[C:7](=[O:11])[C:8]=1[O:9][CH3:10]. (4) The product is: [CH3:1][C:2]1([CH3:17])[CH2:3][O:4][C:25](=[S:26])[N:6]([CH2:7][C:8]2[CH:13]=[CH:12][CH:11]=[CH:10][C:9]=2[N+:14]([O-:16])=[O:15])[CH2:5]1. Given the reactants [CH3:1][C:2]([CH3:17])([CH2:5][NH:6][CH2:7][C:8]1[CH:13]=[CH:12][CH:11]=[CH:10][C:9]=1[N+:14]([O-:16])=[O:15])[CH2:3][OH:4].C(N(CC)CC)C.[C:25](Cl)(Cl)=[S:26].O, predict the reaction product. (5) The product is: [N:24]1([C@@H:16]2[C:17]3[C:22](=[CH:21][CH:20]=[CH:19][CH:18]=3)[C@H:14]([C:7]3[C:8]4[C:13](=[CH:12][CH:11]=[CH:10][CH:9]=4)[NH:5][CH:6]=3)[CH2:15]2)[CH2:29][CH2:28][CH2:27][CH2:26][CH2:25]1. Given the reactants C([BH3-])#N.[Na+].[NH:5]1[C:13]2[C:8](=[CH:9][CH:10]=[CH:11][CH:12]=2)[C:7]([CH:14]2[C:22]3[C:17](=[CH:18][CH:19]=[CH:20][CH:21]=3)[C:16](=O)[CH2:15]2)=[CH:6]1.[NH:24]1[CH2:29][CH2:28][CH2:27][CH2:26][CH2:25]1.[OH-].[Na+], predict the reaction product. (6) The product is: [C:1]([C:5]1[N:10]=[C:9]([N:11]2[CH2:16][CH2:15][N:14]([CH2:17][CH2:18][CH2:19][CH2:20][NH:21][C:31]([N:33]3[CH2:34][CH2:35][CH:45]([O:38][C:39]4[CH:44]=[CH:43][CH:42]=[CH:41][CH:40]=4)[CH2:46][CH2:37]3)=[O:32])[CH2:13][CH2:12]2)[CH:8]=[C:7]([C:22]([F:24])([F:25])[F:23])[N:6]=1)([CH3:4])([CH3:2])[CH3:3]. Given the reactants [C:1]([C:5]1[N:10]=[C:9]([N:11]2[CH2:16][CH2:15][N:14]([CH2:17][CH2:18][CH2:19][CH2:20][NH2:21])[CH2:13][CH2:12]2)[CH:8]=[C:7]([C:22]([F:25])([F:24])[F:23])[N:6]=1)([CH3:4])([CH3:3])[CH3:2].C1N=CN([C:31]([N:33]2[CH:37]=N[CH:35]=[CH:34]2)=[O:32])C=1.[O:38]([CH:45]1CCNC[CH2:46]1)[C:39]1[CH:44]=[CH:43][CH:42]=[CH:41][CH:40]=1, predict the reaction product. (7) Given the reactants CO[C:3](=[O:27])[C@@H:4]([NH:8][C:9](=[O:26])[C:10]1[CH:15]=[CH:14][C:13](/[CH:16]=[CH:17]/[C:18]#[C:19][C:20]2[CH:25]=[CH:24][CH:23]=[CH:22][CH:21]=2)=[CH:12][CH:11]=1)[C@H:5]([NH2:7])[CH3:6].C(O)(C)C.[NH2:32][OH:33].[C-]#N.[K+], predict the reaction product. The product is: [NH2:7][C@H:5]([CH3:6])[C@H:4]([NH:8][C:9](=[O:26])[C:10]1[CH:11]=[CH:12][C:13](/[CH:16]=[CH:17]/[C:18]#[C:19][C:20]2[CH:21]=[CH:22][CH:23]=[CH:24][CH:25]=2)=[CH:14][CH:15]=1)[C:3](=[O:27])[NH:32][OH:33]. (8) Given the reactants [Cl:1][C:2]1[C:3]([OH:16])=[C:4]([C:11]([O:13]CC)=O)[C:5](=[O:10])[N:6]([CH3:9])[C:7]=1[CH3:8].[NH2:17][C:18]1[N:19]=[N:20][C:21]([Cl:24])=[CH:22][CH:23]=1.BrC1C=CC=CC=1, predict the reaction product. The product is: [Cl:24][C:21]1[N:20]=[N:19][C:18]([NH:17][C:11]([C:4]2[C:5](=[O:10])[N:6]([CH3:9])[C:7]([CH3:8])=[C:2]([Cl:1])[C:3]=2[OH:16])=[O:13])=[CH:23][CH:22]=1. (9) The product is: [Br:42][CH:2]1[C:3]2=[C:12]3[C:7](=[CH:6][CH:5]=[CH:4]2)[CH:8]=[CH:9][CH:10]=[C:11]3[CH2:1]1.[CH3:13][O:14][C:15]1[CH:16]=[CH:17][C:18]2[N:24]=[CH:23][CH:22]=[C:21]([C@@H:25]([OH:36])[C@H:26]3[N:31]4[CH2:32][C@H:33]([CH:34]=[CH2:35])[C@@H:28]([CH2:29][CH2:30]4)[CH2:27]3)[C:19]=2[CH:20]=1. Given the reactants [CH2:1]1[C:11]2=[C:12]3[C:7](=[CH:8][CH:9]=[CH:10]2)[CH:6]=[CH:5][CH:4]=[C:3]3[CH2:2]1.[CH3:13][O:14][C:15]1[CH:16]=[CH:17][C:18]2[N:24]=[CH:23][CH:22]=[C:21]([C@@H:25]([OH:36])[C@H:26]3[N:31]4[CH2:32][C@H:33]([CH:34]=[CH2:35])[C@@H:28]([CH2:29][CH2:30]4)[CH2:27]3)[C:19]=2[CH:20]=1.S(=O)(=O)(O)O.[Br:42]Br, predict the reaction product.